From a dataset of Full USPTO retrosynthesis dataset with 1.9M reactions from patents (1976-2016). Predict the reactants needed to synthesize the given product. (1) Given the product [NH:31]1[CH:35]=[N:34][C:33]([CH2:36][C:37]2[CH:44]=[CH:43][C:40]([C:41]#[N:42])=[CH:39][CH:38]=2)=[N:32]1.[F:22][C:23]1[CH:30]=[CH:29][C:26]([C:27]#[N:28])=[CH:25][CH:24]=1.[CH:25]1[C:26]([C:27]#[N:28])=[CH:29][CH:30]=[C:23]([CH:41]([N:42]2[N:32]=[CH:33][N:34]=[CH:35]2)[C:40]2[CH:43]=[CH:44][C:37]([C:36]#[N:20])=[CH:38][CH:39]=2)[CH:24]=1, predict the reactants needed to synthesize it. The reactants are: C[Si]([N-][Si](C)(C)C)(C)C.[Na+].C[Si](C)(C)N[Si](C)(C)C.[NH2-:20].[Na+].[F:22][C:23]1[CH:30]=[CH:29][C:26]([C:27]#[N:28])=[CH:25][CH:24]=1.[NH:31]1[CH:35]=[N:34][C:33]([CH2:36][C:37]2[CH:44]=[CH:43][C:40]([C:41]#[N:42])=[CH:39][CH:38]=2)=[N:32]1. (2) Given the product [C:31]1([O:30][C:28](=[O:29])[NH:15][C:12]2[CH:13]=[CH:14][C:9]([C:6]3[N:5]=[C:4]([N:16]4[CH2:21][CH2:20][O:19][CH2:18][CH2:17]4)[C:3]([O:2][CH3:1])=[CH:8][N:7]=3)=[CH:10][CH:11]=2)[CH:36]=[CH:35][CH:34]=[CH:33][CH:32]=1, predict the reactants needed to synthesize it. The reactants are: [CH3:1][O:2][C:3]1[C:4]([N:16]2[CH2:21][CH2:20][O:19][CH2:18][CH2:17]2)=[N:5][C:6]([C:9]2[CH:14]=[CH:13][C:12]([NH2:15])=[CH:11][CH:10]=2)=[N:7][CH:8]=1.C(=O)(O)[O-].[Na+].Cl[C:28]([O:30][C:31]1[CH:36]=[CH:35][CH:34]=[CH:33][CH:32]=1)=[O:29].